Dataset: CYP2C19 inhibition data for predicting drug metabolism from PubChem BioAssay. Task: Regression/Classification. Given a drug SMILES string, predict its absorption, distribution, metabolism, or excretion properties. Task type varies by dataset: regression for continuous measurements (e.g., permeability, clearance, half-life) or binary classification for categorical outcomes (e.g., BBB penetration, CYP inhibition). Dataset: cyp2c19_veith. (1) The drug is Cc1ccsc1/C=C\C1=NCCCN1C.O=C(O)[C@@H](O)[C@@H](O)C(=O)O. The result is 0 (non-inhibitor). (2) The molecule is Cc1cccc(C)c1-n1nnnc1C(C)(C)N=Cc1ccc(Cl)cc1Cl. The result is 1 (inhibitor). (3) The molecule is O=c1c(-c2ccccc2)nc2cnc(Oc3ccccc3)nc2n1Cc1cccs1. The result is 0 (non-inhibitor). (4) The result is 1 (inhibitor). The drug is COc1cccc2c1OC[C@@H](CO)[C@H]2N(C)C(=O)Nc1ccc(Cl)cc1Cl. (5) The molecule is CC(C)N=C(NC#N)SCc1ccc(Br)cc1. The result is 1 (inhibitor).